From a dataset of Full USPTO retrosynthesis dataset with 1.9M reactions from patents (1976-2016). Predict the reactants needed to synthesize the given product. (1) Given the product [O:14]1[CH2:19][CH2:18][O:17][C:16]2[CH:20]=[C:21]([C:24]3[NH:1][C:2]4[N:6]([N:5]=[C:4]([OH:7])[C:3]=4[C:8]4[CH:9]=[N:10][CH:11]=[CH:12][CH:13]=4)[C:26](=[O:27])[CH:25]=3)[CH:22]=[CH:23][C:15]1=2, predict the reactants needed to synthesize it. The reactants are: [NH2:1][C:2]1[NH:6][N:5]=[C:4]([OH:7])[C:3]=1[C:8]1[CH:9]=[N:10][CH:11]=[CH:12][CH:13]=1.[O:14]1[CH2:19][CH2:18][O:17][C:16]2[CH:20]=[C:21]([C:24](=O)[CH2:25][C:26](OCC)=[O:27])[CH:22]=[CH:23][C:15]1=2. (2) Given the product [F:33][C:24]1[CH:25]=[C:26]([S:29]([CH3:32])(=[O:31])=[O:30])[CH:27]=[CH:28][C:23]=1[NH:1][C@H:2]1[CH2:6][CH2:5][N:4]([CH:7]2[CH2:8][CH2:9][N:10]([C:13]3[S:17][N:16]=[C:15]([CH:18]([CH3:19])[CH3:20])[N:14]=3)[CH2:11][CH2:12]2)[C:3]1=[O:21], predict the reactants needed to synthesize it. The reactants are: [NH2:1][C@H:2]1[CH2:6][CH2:5][N:4]([CH:7]2[CH2:12][CH2:11][N:10]([C:13]3[S:17][N:16]=[C:15]([CH:18]([CH3:20])[CH3:19])[N:14]=3)[CH2:9][CH2:8]2)[C:3]1=[O:21].F[C:23]1[CH:28]=[CH:27][C:26]([S:29]([CH3:32])(=[O:31])=[O:30])=[CH:25][C:24]=1[F:33].C([O-])([O-])=O.[Na+].[Na+].